This data is from Forward reaction prediction with 1.9M reactions from USPTO patents (1976-2016). The task is: Predict the product of the given reaction. (1) Given the reactants Cl.[Cl:2][C:3]1[N:8]=[CH:7][C:6]([NH:9][NH2:10])=[CH:5][CH:4]=1.CN(C)/[CH:13]=[CH:14]/[C:15](=O)[C:16]([O:18][CH2:19][CH3:20])=[O:17], predict the reaction product. The product is: [CH2:19]([O:18][C:16]([C:15]1[N:9]([C:6]2[CH:7]=[N:8][C:3]([Cl:2])=[CH:4][CH:5]=2)[N:10]=[CH:13][CH:14]=1)=[O:17])[CH3:20]. (2) Given the reactants [H-].[Li+].[NH2:3][C:4]1[C:9]2=[C:10]([C:15]3[CH:20]=[CH:19][C:18]([N+:21]([O-:23])=[O:22])=[CH:17][CH:16]=3)[C:11]([CH:13]=O)=[CH:12][N:8]2[N:7]=[CH:6][N:5]=1.C([O-])(O)=O.[Na+].[CH3:29][CH2:30][O:31][C:32]([CH3:34])=[O:33], predict the reaction product. The product is: [NH2:3][C:4]1[C:9]2=[C:10]([C:15]3[CH:16]=[CH:17][C:18]([N+:21]([O-:23])=[O:22])=[CH:19][CH:20]=3)[C:11](/[CH:13]=[CH:34]/[C:32]([O:31][CH2:30][CH3:29])=[O:33])=[CH:12][N:8]2[N:7]=[CH:6][N:5]=1. (3) The product is: [OH:13][CH:12]([C:3]1[CH:4]=[CH:5][C:6]2[C:7](=[O:11])[O:8][CH2:9][C:10]=2[C:2]=1[CH3:1])[CH2:14][N:18]1[CH2:19][CH2:20][N:15]([CH2:21][CH2:22][C:23]2[CH:32]=[CH:31][C:26]3[C:27](=[O:30])[O:28][CH2:29][C:25]=3[CH:24]=2)[CH2:16][CH2:17]1. Given the reactants [CH3:1][C:2]1[C:10]2[CH2:9][O:8][C:7](=[O:11])[C:6]=2[CH:5]=[CH:4][C:3]=1[CH:12]1[CH2:14][O:13]1.[N:15]1([CH2:21][CH2:22][C:23]2[CH:32]=[CH:31][C:26]3[C:27](=[O:30])[O:28][CH2:29][C:25]=3[CH:24]=2)[CH2:20][CH2:19][NH:18][CH2:17][CH2:16]1, predict the reaction product. (4) The product is: [ClH:4].[NH2:5][C:6]1[CH:7]=[C:8]([CH:12]=[CH:13][C:14]=1[OH:15])[C:9]([O:11][CH3:1])=[O:10]. Given the reactants [C:1]([Cl:4])(=O)C.[NH2:5][C:6]1[CH:7]=[C:8]([CH:12]=[CH:13][C:14]=1[OH:15])[C:9]([OH:11])=[O:10], predict the reaction product. (5) Given the reactants [C:1]([O:5][C:6]([N:8]1[CH2:13][C:12](=[O:14])[NH:11][CH2:10][C@H:9]1[C:15]([OH:17])=O)=[O:7])([CH3:4])([CH3:3])[CH3:2].ON1C2C=CC=CC=2N=N1.[CH3:28][NH:29][CH3:30].Cl.CN(C)CCCN=C=NCC, predict the reaction product. The product is: [C:1]([O:5][C:6]([N:8]1[CH2:13][C:12](=[O:14])[NH:11][CH2:10][C@H:9]1[C:15]([N:29]([CH3:30])[CH3:28])=[O:17])=[O:7])([CH3:2])([CH3:3])[CH3:4]. (6) Given the reactants [CH3:1][C:2]1[C@@H:19]([O:20][C:21]([C@H:23]([OH:40])[C@@H:24]([NH:31][C:32]([C:34]2[CH:35]=[CH:36][CH:37]=[CH:38][CH:39]=2)=[O:33])[C:25]2[CH:26]=[CH:27][CH:28]=[CH:29][CH:30]=2)=[O:22])[CH2:18][C@:14]2([OH:41])[C:15]([CH3:17])([CH3:16])[C:3]=1[C@@H:4]([O:59][C:60]([CH3:62])=[O:61])[C:5]([C@@:7]1([CH3:58])[C@H:12]([C@@H:13]2[O:42][C:43]([C:45]2[CH:46]=[CH:47][CH:48]=[CH:49][CH:50]=2)=[O:44])[C@:11]2([O:53][C:54]([CH3:56])=[O:55])[CH2:51][O:52][C@@H:10]2[CH2:9][C@@H:8]1[OH:57])=[O:6].N1C=CN=C1.Cl[Si:69]([CH3:85])([CH3:84])[CH2:70][CH2:71][CH2:72][CH2:73][C:74]([O:76][CH2:77][C:78]1[CH:83]=[CH:82][CH:81]=[CH:80][CH:79]=1)=[O:75].[SiH3]Cl, predict the reaction product. The product is: [C:60]([O:59][C@@H:4]1[C:3]2[C:15]([CH3:16])([CH3:17])[C@@:14]([OH:41])([CH2:18][C@H:19]([O:20][C:21](=[O:22])[C@H:23]([OH:40])[C@@H:24]([NH:31][C:32](=[O:33])[C:34]3[CH:39]=[CH:38][CH:37]=[CH:36][CH:35]=3)[C:25]3[CH:26]=[CH:27][CH:28]=[CH:29][CH:30]=3)[C:2]=2[CH3:1])[C@@H:13]([O:42][C:43](=[O:44])[C:45]2[CH:50]=[CH:49][CH:48]=[CH:47][CH:46]=2)[CH:12]2[C@:11]3([O:53][C:54](=[O:55])[CH3:56])[CH2:51][O:52][C@@H:10]3[CH2:9][C@H:8]([O:57][Si:69]([CH2:70][CH2:71][CH2:72][CH2:73][C:74]([O:76][CH2:77][C:78]3[CH:79]=[CH:80][CH:81]=[CH:82][CH:83]=3)=[O:75])([CH3:85])[CH3:84])[C@@:7]2([CH3:58])[C:5]1=[O:6])(=[O:61])[CH3:62]. (7) Given the reactants [CH:1]([C@H:4]1[CH2:9][CH2:8][C@H:7]([NH2:10])[CH2:6][CH2:5]1)([CH3:3])[CH3:2].Cl[C:12]1[C:21]2[C:16](=[CH:17][CH:18]=[CH:19][CH:20]=2)[CH:15]=[C:14](CCC2C=NC(C)=CC=2)[N:13]=1.[NH3:31].O, predict the reaction product. The product is: [CH:1]([C@H:4]1[CH2:9][CH2:8][C@H:7]([NH:10][C:12]2[C:21]3[C:16](=[CH:17][CH:18]=[CH:19][CH:20]=3)[C:15]([CH2:2][CH2:1][C:4]3[CH:9]=[N:31][C:7]([CH3:8])=[CH:6][CH:5]=3)=[CH:14][N:13]=2)[CH2:6][CH2:5]1)([CH3:3])[CH3:2].